Task: Predict the product of the given reaction.. Dataset: Forward reaction prediction with 1.9M reactions from USPTO patents (1976-2016) (1) Given the reactants [C:1]([C:5]1[C:6]([NH:17][C:18]([C:20]2[C:29](=[O:30])[C:28]3[C:23](=[CH:24][CH:25]=[CH:26][CH:27]=3)[NH:22][CH:21]=2)=[O:19])=[CH:7][C:8]2[O:12][C:11](=[O:13])[C:10]([CH3:15])([CH3:14])[C:9]=2[CH:16]=1)([CH3:4])([CH3:3])[CH3:2].CC1OCCC1.[H-].[Al+3].[Li+].[H-].[H-].[H-].O.O.O.O.OC(C(O)C([O-])=O)C([O-])=O.[Na+].[K+], predict the reaction product. The product is: [C:1]([C:5]1[CH:16]=[C:9]([C:10]([CH3:15])([CH3:14])[CH2:11][OH:13])[C:8]([OH:12])=[CH:7][C:6]=1[NH:17][C:18]([C:20]1[C:29](=[O:30])[C:28]2[C:23](=[CH:24][CH:25]=[CH:26][CH:27]=2)[NH:22][CH:21]=1)=[O:19])([CH3:2])([CH3:3])[CH3:4]. (2) Given the reactants [CH2:1]([C:3]1([CH2:25][CH3:26])[C:7](=[O:8])[O:6][CH:5]([CH2:9][CH2:10][N:11]2[CH2:16][CH2:15]N(C3C=CC=CC=3C#N)[CH2:13][CH2:12]2)[CH2:4]1)[CH3:2].[C:27]1([C:33]([C:41]2[CH:46]=[CH:45][CH:44]=[CH:43][CH:42]=2)([CH:35]2CCNCC2)[OH:34])[CH:32]=[CH:31][CH:30]=[CH:29][CH:28]=1.N1(C2C=CC=CC=2C#N)CCNCC1, predict the reaction product. The product is: [CH2:25]([C:3]1([CH2:1][CH3:2])[CH2:4][CH:5]([CH2:9][CH2:10][N:11]2[CH2:12][CH2:13][CH:35]([C:33]([OH:34])([C:27]3[CH:32]=[CH:31][CH:30]=[CH:29][CH:28]=3)[C:41]3[CH:46]=[CH:45][CH:44]=[CH:43][CH:42]=3)[CH2:15][CH2:16]2)[O:6][C:7]1=[O:8])[CH3:26]. (3) The product is: [CH3:1][O:2][C:3](=[O:13])[C:4]1[CH:9]=[C:8]([I:14])[C:7]([CH2:10][CH3:11])=[CH:6][C:5]=1[NH2:12]. Given the reactants [CH3:1][O:2][C:3](=[O:13])[C:4]1[CH:9]=[CH:8][C:7]([CH2:10][CH3:11])=[CH:6][C:5]=1[NH2:12].[I:14]I, predict the reaction product.